This data is from Full USPTO retrosynthesis dataset with 1.9M reactions from patents (1976-2016). The task is: Predict the reactants needed to synthesize the given product. (1) Given the product [N:26]1[CH:27]=[CH:28][CH:29]=[CH:30][C:25]=1[C:2]1[S:6][C:5]([N:7]2[CH2:11][C@:10]3([CH:16]4[CH2:17][CH2:18][N:13]([CH2:14][CH2:15]4)[CH2:12]3)[O:9][C:8]2=[O:19])=[CH:4][CH:3]=1, predict the reactants needed to synthesize it. The reactants are: Br[C:2]1[S:6][C:5]([N:7]2[CH2:11][C@:10]3([CH:16]4[CH2:17][CH2:18][N:13]([CH2:14][CH2:15]4)[CH2:12]3)[O:9][C:8]2=[O:19])=[CH:4][CH:3]=1.C([Sn](CCCC)(CCCC)[C:25]1[CH:30]=[CH:29][CH:28]=[CH:27][N:26]=1)CCC. (2) Given the product [Cl:1][C:2]1[N:3]=[C:4]([O:20][CH:21]2[CH2:26][CH2:25][O:24][CH2:23][CH2:22]2)[C:5]2[C:10]([C:33]3[CH:32]=[CH:31][N:30]=[C:29]([O:28][CH3:27])[CH:34]=3)=[CH:9][N:8]([CH2:12][O:13][CH2:14][CH2:15][Si:16]([CH3:19])([CH3:18])[CH3:17])[C:6]=2[N:7]=1, predict the reactants needed to synthesize it. The reactants are: [Cl:1][C:2]1[N:3]=[C:4]([O:20][CH:21]2[CH2:26][CH2:25][O:24][CH2:23][CH2:22]2)[C:5]2[C:10](I)=[CH:9][N:8]([CH2:12][O:13][CH2:14][CH2:15][Si:16]([CH3:19])([CH3:18])[CH3:17])[C:6]=2[N:7]=1.[CH3:27][O:28][C:29]1[CH:34]=[C:33](B(O)O)[CH:32]=[CH:31][N:30]=1.O.O.O.P([O-])([O-])([O-])=O.[K+].[K+].[K+].O1CCOCC1. (3) The reactants are: O.[NH2:2][C:3]1[CH:4]=[C:5](B(O)O)[CH:6]=[CH:7][CH:8]=1. Given the product [CH:6]1[CH:5]=[CH:4][C:3]([N:2]([C:6]2[CH:5]=[CH:4][C:3]([NH2:2])=[CH:8][CH:7]=2)[C:3]2[CH:4]=[CH:5][CH:6]=[CH:7][CH:8]=2)=[CH:8][CH:7]=1, predict the reactants needed to synthesize it. (4) Given the product [CH3:25][NH:27][CH:2]([C:4]1[N:15]([C@@H:16]2[CH2:21][O:20][C@@H:19]([CH2:22][C:23]#[N:24])[CH2:18][CH2:17]2)[C:7]2=[C:8]3[S:14][CH:13]=[CH:12][C:9]3=[N:10][CH:11]=[C:6]2[N:5]=1)[CH3:3], predict the reactants needed to synthesize it. The reactants are: O[CH:2]([C:4]1[N:15]([C@@H:16]2[CH2:21][O:20][C@@H:19]([CH2:22][C:23]#[N:24])[CH2:18][CH2:17]2)[C:7]2=[C:8]3[S:14][CH:13]=[CH:12][C:9]3=[N:10][CH:11]=[C:6]2[N:5]=1)[CH3:3].[CH2:25]([N:27](CC)CC)C.CS(Cl)(=O)=O.[Cl-].C[NH3+]. (5) The reactants are: [O:1]1[CH2:5][CH2:4][C@H:3]([CH2:6][CH2:7][OH:8])[CH2:2]1.C(N(CC)CC)C.[CH3:16][S:17](Cl)(=[O:19])=[O:18]. Given the product [CH3:16][S:17]([O:8][CH2:7][CH2:6][C@H:3]1[CH2:4][CH2:5][O:1][CH2:2]1)(=[O:19])=[O:18], predict the reactants needed to synthesize it.